This data is from Forward reaction prediction with 1.9M reactions from USPTO patents (1976-2016). The task is: Predict the product of the given reaction. (1) Given the reactants C1OC1.C(N=C=O)CCCCC[N:10]=C=O.[Sn].[C:17]([O:21][CH2:22][CH2:23]O)(=[O:20])[CH:18]=[CH2:19], predict the reaction product. The product is: [C:17]([OH:21])(=[O:20])[CH:18]=[CH2:19].[NH2:10][C:17]([O:21][CH2:22][CH3:23])=[O:20]. (2) Given the reactants [C:1]([CH2:3][C:4]([O:6][C:7]([CH3:10])([CH3:9])[CH3:8])=[O:5])#[N:2].[H-].[Na+].Cl[C:14]1[CH:19]=[CH:18][C:17]([Cl:20])=[CH:16][N:15]=1.[Cl-].[NH4+], predict the reaction product. The product is: [Cl:20][C:17]1[CH:18]=[CH:19][C:14]([CH:3]([C:1]#[N:2])[C:4]([O:6][C:7]([CH3:10])([CH3:9])[CH3:8])=[O:5])=[N:15][CH:16]=1. (3) Given the reactants [OH:1][C@H:2]([CH3:6])[C:3](N)=O.F[B-](F)(F)F.C([O+](CC)CC)C.C([O:22][CH2:23][CH:24]1[CH2:29][CH2:28][C@H:27]([NH:30][C:31]2[C:36]([NH2:37])=[CH:35][N:34]=[C:33]3[CH:38]=[CH:39][S:40][C:32]=23)[CH2:26][O:25]1)(=O)C.[OH-].[Li+], predict the reaction product. The product is: [OH:22][CH2:23][CH:24]1[O:25][CH2:26][C@@H:27]([N:30]2[C:31]3=[C:32]4[S:40][CH:39]=[CH:38][C:33]4=[N:34][CH:35]=[C:36]3[N:37]=[C:3]2[C@H:2]([OH:1])[CH3:6])[CH2:28][CH2:29]1.